This data is from Reaction yield outcomes from USPTO patents with 853,638 reactions. The task is: Predict the reaction yield, written as a fraction of the theoretical maximum amount of product (1.0 means a 100% yield; for example, 0.34 means a 34% yield). (1) The reactants are C1(N)C(F)=C(F)C(F)=C(N)C=1F.Cl.Cl.[NH:15]1[C:23]2[C:18](=[CH:19][CH:20]=[CH:21][CH:22]=2)[C:17](/[CH:24]=[CH:25]/[C:26]2[CH:39]=[CH:38][C:29]([C:30]([N:32]3[CH2:37][CH2:36][NH:35][CH2:34][CH2:33]3)=[O:31])=[CH:28][CH:27]=2)=[N:16]1.C(OC([N:47]1[CH2:54][CH2:53][CH2:52][C@H:48]1[C:49](O)=[O:50])=O)(C)(C)C.O.ON1C2C=CC=CC=2N=N1.Cl.C(N=C=NCCCN(C)C)C.CN1CCOCC1.Cl.CO. The catalyst is CO. The product is [NH:47]1[CH2:54][CH2:53][CH2:52][C@H:48]1[C:49]([N:35]1[CH2:36][CH2:37][N:32]([C:30](=[O:31])[C:29]2[CH:28]=[CH:27][C:26](/[CH:25]=[CH:24]/[C:17]3[C:18]4[C:23](=[CH:22][CH:21]=[CH:20][CH:19]=4)[NH:15][N:16]=3)=[CH:39][CH:38]=2)[CH2:33][CH2:34]1)=[O:50]. The yield is 0.200. (2) The reactants are [F:1][C:2]1[CH:7]=[CH:6][C:5]([O:8][CH3:9])=[CH:4][C:3]=1[C:10]1[CH:15]=[CH:14][C:13]([C:16](OC)=[O:17])=[CH:12][C:11]=1[CH2:20][CH:21]([CH3:23])[CH3:22].C1COCC1.[H-].[H-].[H-].[H-].[Li+].[Al+3].[OH-].[Na+]. No catalyst specified. The product is [F:1][C:2]1[CH:7]=[CH:6][C:5]([O:8][CH3:9])=[CH:4][C:3]=1[C:10]1[CH:15]=[CH:14][C:13]([CH2:16][OH:17])=[CH:12][C:11]=1[CH2:20][CH:21]([CH3:23])[CH3:22]. The yield is 0.970. (3) The reactants are [Si]([O:8][CH:9]1[CH:15]2[CH:13]([O:14]2)[CH2:12][N:11]([C:16]([O:18][CH2:19][CH3:20])=[O:17])[CH2:10]1)(C(C)(C)C)(C)C.CCCC[N+](CCCC)(CCCC)CCCC.[F-].O. The catalyst is C1COCC1. The product is [OH:8][CH:9]1[CH:15]2[CH:13]([O:14]2)[CH2:12][N:11]([C:16]([O:18][CH2:19][CH3:20])=[O:17])[CH2:10]1. The yield is 0.750. (4) The reactants are [N+]([O-])(O)=O.[N+:5]([C:8]1[CH:18]=[CH:17][C:11]2[CH2:12][CH2:13][NH:14][CH2:15][CH2:16][C:10]=2[CH:9]=1)([O-:7])=[O:6].[CH2:19]([N:21]([CH2:24]C)[CH2:22]C)C.C(Cl)(=[O:28])N. The catalyst is C(Cl)Cl. The product is [CH3:19][N:21]([CH3:24])[C:22]([N:14]1[CH2:15][CH2:16][C:10]2[CH:9]=[C:8]([N+:5]([O-:7])=[O:6])[CH:18]=[CH:17][C:11]=2[CH2:12][CH2:13]1)=[O:28]. The yield is 0.850. (5) The reactants are [Cl:1][C:2]1[CH:7]=[CH:6][C:5]([C:8]2[CH:9]=[C:10]3[C:16]([C:17](=[O:33])[C:18]4[C:23]([F:24])=[CH:22][CH:21]=[C:20]([NH:25][S:26]([CH2:29][CH2:30][CH3:31])(=[O:28])=[O:27])[C:19]=4[F:32])=[CH:15][N:14]([CH2:34][O:35][C:36](=[O:50])[CH:37]([NH:42]C(OC(C)(C)C)=O)[CH2:38][CH:39]([CH3:41])[CH3:40])[C:11]3=[N:12][CH:13]=2)=[CH:4][CH:3]=1.Cl. The catalyst is CCOC(C)=O. The product is [ClH:1].[NH2:42][C@@H:37]([CH2:38][CH:39]([CH3:40])[CH3:41])[C:36]([O:35][CH2:34][N:14]1[C:11]2=[N:12][CH:13]=[C:8]([C:5]3[CH:6]=[CH:7][C:2]([Cl:1])=[CH:3][CH:4]=3)[CH:9]=[C:10]2[C:16]([C:17](=[O:33])[C:18]2[C:23]([F:24])=[CH:22][CH:21]=[C:20]([NH:25][S:26]([CH2:29][CH2:30][CH3:31])(=[O:27])=[O:28])[C:19]=2[F:32])=[CH:15]1)=[O:50]. The yield is 0.787. (6) The reactants are [F:1][C:2]1[CH:3]=[C:4]([CH:15]=[CH:16][C:17]=1[F:18])[C:5]([N:7]([CH3:14])[C@@H:8]([CH:11]([CH3:13])[CH3:12])[CH:9]=O)=[O:6].Cl.[CH3:20][O:21][CH2:22][CH:23]1[CH2:26][NH:25][CH2:24]1.[B-]C#N.[Na+]. The catalyst is CO. The product is [F:1][C:2]1[CH:3]=[C:4]([CH:15]=[CH:16][C:17]=1[F:18])[C:5]([N:7]([C@@H:8]([CH:11]([CH3:13])[CH3:12])[CH2:9][N:25]1[CH2:26][CH:23]([CH2:22][O:21][CH3:20])[CH2:24]1)[CH3:14])=[O:6]. The yield is 0.210. (7) The reactants are [O:1]=[C:2]1[C:7]([CH2:8][C:9]2[CH:14]=[CH:13][C:12]([C:15]3[C:16]([C:21]#[N:22])=[CH:17][CH:18]=[CH:19][CH:20]=3)=[CH:11][CH:10]=2)=[C:6]([CH2:23][CH2:24][CH3:25])[N:5]2[N:26]=[CH:27][N:28]=[C:4]2[N:3]1[CH:29]1[CH2:41][CH2:40][C:32]2([O:36][C@H:35]3[CH2:37][CH2:38][CH2:39][C@H:34]3[O:33]2)[CH2:31][CH2:30]1.C([BH3-])#N.[Na+].O1CCCC1. The catalyst is C(OCC)(=O)C. The product is [OH:36][C@H:35]1[CH2:37][CH2:38][CH2:39][C@H:34]1[O:33][C@H:32]1[CH2:31][CH2:30][C@H:29]([N:3]2[C:2](=[O:1])[C:7]([CH2:8][C:9]3[CH:14]=[CH:13][C:12]([C:15]4[C:16]([C:21]#[N:22])=[CH:17][CH:18]=[CH:19][CH:20]=4)=[CH:11][CH:10]=3)=[C:6]([CH2:23][CH2:24][CH3:25])[N:5]3[N:26]=[CH:27][N:28]=[C:4]23)[CH2:41][CH2:40]1. The yield is 0.720.